This data is from Peptide-MHC class I binding affinity with 185,985 pairs from IEDB/IMGT. The task is: Regression. Given a peptide amino acid sequence and an MHC pseudo amino acid sequence, predict their binding affinity value. This is MHC class I binding data. The peptide sequence is QGISFLRRAI. The MHC is H-2-Dd with pseudo-sequence H-2-Dd. The binding affinity (normalized) is 0.